This data is from Reaction yield outcomes from USPTO patents with 853,638 reactions. The task is: Predict the reaction yield, written as a fraction of the theoretical maximum amount of product (1.0 means a 100% yield; for example, 0.34 means a 34% yield). (1) The reactants are Cl[C:2]1[C:3]([C:16]2[CH:21]=[CH:20][CH:19]=[CH:18][CH:17]=2)=[N:4][C:5]2[C:10]([N:11]=1)=[CH:9][C:8]([C:12]([O:14][CH3:15])=[O:13])=[CH:7][CH:6]=2.B(O)(O)[C:23]1[CH:24]=[CH:25][C:26]([CH3:29])=[CH:27][CH:28]=1. No catalyst specified. The product is [C:16]1([C:3]2[C:2]([C:23]3[CH:28]=[CH:27][C:26]([CH3:29])=[CH:25][CH:24]=3)=[N:11][C:10]3[C:5](=[CH:6][CH:7]=[C:8]([C:12]([O:14][CH3:15])=[O:13])[CH:9]=3)[N:4]=2)[CH:21]=[CH:20][CH:19]=[CH:18][CH:17]=1. The yield is 0.760. (2) The reactants are [CH3:1][C:2]1[CH:11]=[CH:10][C:9]2[C:4](=[CH:5][CH:6]=[CH:7][C:8]=2[N:12]2[CH2:17][CH2:16][N:15]([CH2:18][CH2:19][C:20]3[CH:21]=[C:22]([CH:24]=[CH:25][CH:26]=3)[NH2:23])[CH2:14][CH2:13]2)[N:3]=1.[CH3:27][C:28]1[O:32][N:31]=[C:30]([C:33](Cl)=[O:34])[CH:29]=1. No catalyst specified. The product is [CH3:27][C:28]1[O:32][N:31]=[C:30]([C:33]([NH:23][C:22]2[CH:24]=[CH:25][CH:26]=[C:20]([CH2:19][CH2:18][N:15]3[CH2:14][CH2:13][N:12]([C:8]4[CH:7]=[CH:6][CH:5]=[C:4]5[C:9]=4[CH:10]=[CH:11][C:2]([CH3:1])=[N:3]5)[CH2:17][CH2:16]3)[CH:21]=2)=[O:34])[CH:29]=1. The yield is 0.400. (3) The reactants are Br[C:2]1[CH:3]=[C:4]([N:12]2[CH2:17][CH2:16][O:15][CH2:14][CH2:13]2)[C:5]([O:8][CH:9]([CH3:11])[CH3:10])=[N:6][CH:7]=1.[CH3:18][C:19]1[N:24]=[CH:23][C:22]([NH2:25])=[CH:21][C:20]=1B1OC(C)(C)C(C)(C)O1.C(=O)([O-])[O-].[Na+].[Na+]. The catalyst is COCCOC.O.C1C=CC(P(C2C=CC=CC=2)[C-]2C=CC=C2)=CC=1.C1C=CC(P(C2C=CC=CC=2)[C-]2C=CC=C2)=CC=1.Cl[Pd]Cl.[Fe+2].C(Cl)Cl. The product is [CH:9]([O:8][C:5]1[N:6]=[CH:7][C:2]([C:20]2[C:19]([CH3:18])=[N:24][CH:23]=[C:22]([NH2:25])[CH:21]=2)=[CH:3][C:4]=1[N:12]1[CH2:17][CH2:16][O:15][CH2:14][CH2:13]1)([CH3:11])[CH3:10]. The yield is 0.540. (4) The reactants are [C:1]([O:5][C:6]([N:8]1[CH2:13][CH2:12][CH:11]([NH:14][CH:15]([CH2:18][C:19]2[CH:24]=[CH:23][C:22]([Cl:25])=[CH:21][CH:20]=2)[CH2:16][OH:17])[CH2:10][CH2:9]1)=[O:7])([CH3:4])([CH3:3])[CH3:2].C(N(CC)CC)C.[C:33](C1NC=CN=1)(C1NC=CN=1)=[O:34]. The catalyst is C(Cl)Cl. The product is [C:1]([O:5][C:6]([N:8]1[CH2:13][CH2:12][CH:11]([N:14]2[CH:15]([CH2:18][C:19]3[CH:20]=[CH:21][C:22]([Cl:25])=[CH:23][CH:24]=3)[CH2:16][O:17][C:33]2=[O:34])[CH2:10][CH2:9]1)=[O:7])([CH3:4])([CH3:2])[CH3:3]. The yield is 0.800.